Dataset: Full USPTO retrosynthesis dataset with 1.9M reactions from patents (1976-2016). Task: Predict the reactants needed to synthesize the given product. (1) Given the product [CH3:1][NH:2][C:3]1[CH:18]=[CH:17][C:6]([O:7][C:8]2[CH:13]=[CH:12][N:11]=[C:10]([C:14]([NH2:30])=[O:15])[CH:9]=2)=[CH:5][C:4]=1[N+:19]([O-:21])=[O:20], predict the reactants needed to synthesize it. The reactants are: [CH3:1][NH:2][C:3]1[CH:18]=[CH:17][C:6]([O:7][C:8]2[CH:13]=[CH:12][N:11]=[C:10]([C:14](O)=[O:15])[CH:9]=2)=[CH:5][C:4]=1[N+:19]([O-:21])=[O:20].C(Cl)CCl.C1C=[N:30]C2N(O)N=NC=2C=1.[Cl-].[NH4+]. (2) The reactants are: [C:1]1([C:7]2[N:8]=[CH:9][NH:10][CH:11]=2)[CH:6]=[CH:5][CH:4]=[CH:3][CH:2]=1.[H-].[Na+].[CH3:14][O:15][C:16]1[CH:23]=[CH:22][C:19]([CH2:20]Cl)=[CH:18][CH:17]=1. Given the product [CH3:14][O:15][C:16]1[CH:23]=[CH:22][C:19]([CH2:20][N:10]2[CH:11]=[C:7]([C:1]3[CH:2]=[CH:3][CH:4]=[CH:5][CH:6]=3)[N:8]=[CH:9]2)=[CH:18][CH:17]=1, predict the reactants needed to synthesize it. (3) Given the product [Cl:1][C:2]1[S:6][C:5]([C:7]([NH:9][CH2:10][C:11]2[N:12]=[CH:13][N:14]([C:16]3[CH:21]=[CH:20][C:19]([N:22]4[CH:27]=[CH:26][CH:25]=[CH:24][C:23]4=[O:28])=[CH:18][C:17]=3[N:35]3[CH2:34][CH2:33][NH:32][C:31](=[O:30])[CH2:36]3)[CH:15]=2)=[O:8])=[CH:4][CH:3]=1, predict the reactants needed to synthesize it. The reactants are: [Cl:1][C:2]1[S:6][C:5]([C:7]([NH:9][CH2:10][C:11]2[N:12]=[CH:13][N:14]([C:16]3[CH:21]=[CH:20][C:19]([N:22]4[CH:27]=[CH:26][CH:25]=[CH:24][C:23]4=[O:28])=[CH:18][C:17]=3F)[CH:15]=2)=[O:8])=[CH:4][CH:3]=1.[O:30]=[C:31]1[CH2:36][NH:35][CH2:34][CH2:33][NH:32]1. (4) Given the product [CH3:9][O:8][C:1]([C@@H:2]1[C@@H:3]([C:4]([OH:6])=[O:5])[CH2:25][N:13]([CH2:18][C:19]2[CH:24]=[CH:23][CH:22]=[CH:21][CH:20]=2)[CH2:12]1)=[O:7], predict the reactants needed to synthesize it. The reactants are: [C:1]([O:8][CH3:9])(=[O:7])/[CH:2]=[CH:3]/[C:4]([O-:6])=[O:5].CO[CH2:12][N:13]([CH2:18][C:19]1[CH:24]=[CH:23][CH:22]=[CH:21][CH:20]=1)[Si](C)(C)C.[C:25](O)(C(F)(F)F)=O. (5) Given the product [C:21]([C:25]1[CH:30]=[CH:29][C:28]([C:2]2[C:13]3[CH2:12][C:11]([CH2:14][CH:15]4[CH2:20][CH2:19][CH2:18][CH2:17][CH2:16]4)=[CH:10][C:9]=3[CH:8]=[C:7]3[C:3]=2[CH2:4][CH2:5][CH2:6]3)=[CH:27][CH:26]=1)([CH3:24])([CH3:23])[CH3:22], predict the reactants needed to synthesize it. The reactants are: Br[C:2]1[C:13]2[CH2:12][C:11]([CH2:14][CH:15]3[CH2:20][CH2:19][CH2:18][CH2:17][CH2:16]3)=[CH:10][C:9]=2[CH:8]=[C:7]2[C:3]=1[CH2:4][CH2:5][CH2:6]2.[C:21]([C:25]1[CH:30]=[CH:29][C:28](B(O)O)=[CH:27][CH:26]=1)([CH3:24])([CH3:23])[CH3:22].[O-]P([O-])([O-])=O.[K+].[K+].[K+].C1(P(C2CCCCC2)C2C=CC=CC=2C2C(OC)=CC=CC=2OC)CCCCC1.